Dataset: NCI-60 drug combinations with 297,098 pairs across 59 cell lines. Task: Regression. Given two drug SMILES strings and cell line genomic features, predict the synergy score measuring deviation from expected non-interaction effect. (1) Drug 1: C1=C(C(=O)NC(=O)N1)N(CCCl)CCCl. Drug 2: CC1=C(N=C(N=C1N)C(CC(=O)N)NCC(C(=O)N)N)C(=O)NC(C(C2=CN=CN2)OC3C(C(C(C(O3)CO)O)O)OC4C(C(C(C(O4)CO)O)OC(=O)N)O)C(=O)NC(C)C(C(C)C(=O)NC(C(C)O)C(=O)NCCC5=NC(=CS5)C6=NC(=CS6)C(=O)NCCC[S+](C)C)O. Cell line: SK-MEL-2. Synergy scores: CSS=8.33, Synergy_ZIP=6.29, Synergy_Bliss=11.5, Synergy_Loewe=4.71, Synergy_HSA=7.15. (2) Drug 1: CC1=C(C(CCC1)(C)C)C=CC(=CC=CC(=CC(=O)O)C)C. Drug 2: CN(CCCl)CCCl.Cl. Cell line: OVCAR-8. Synergy scores: CSS=10.3, Synergy_ZIP=-4.03, Synergy_Bliss=0.199, Synergy_Loewe=-1.20, Synergy_HSA=1.92. (3) Drug 1: CN(C(=O)NC(C=O)C(C(C(CO)O)O)O)N=O. Drug 2: C(CCl)NC(=O)N(CCCl)N=O. Cell line: HOP-92. Synergy scores: CSS=26.3, Synergy_ZIP=-3.19, Synergy_Bliss=-3.73, Synergy_Loewe=-7.90, Synergy_HSA=-0.991.